From a dataset of Catalyst prediction with 721,799 reactions and 888 catalyst types from USPTO. Predict which catalyst facilitates the given reaction. Reactant: [Cl:1][C:2]1[C:3]([N:13]2[CH2:18][CH2:17][NH:16][CH2:15][CH2:14]2)=[N:4][CH:5]=[C:6]([CH:12]=1)[C:7]([O:9][CH2:10][CH3:11])=[O:8].[C:19]([N:27]=[C:28]=[S:29])(=[O:26])[C:20]1[CH:25]=[CH:24][CH:23]=[CH:22][CH:21]=1.C(O)C(N)(CO)CO. Product: [C:19]([NH:27][C:28]([N:16]1[CH2:17][CH2:18][N:13]([C:3]2[C:2]([Cl:1])=[CH:12][C:6]([C:7]([O:9][CH2:10][CH3:11])=[O:8])=[CH:5][N:4]=2)[CH2:14][CH2:15]1)=[S:29])(=[O:26])[C:20]1[CH:25]=[CH:24][CH:23]=[CH:22][CH:21]=1. The catalyst class is: 1.